Predict the reactants needed to synthesize the given product. From a dataset of Full USPTO retrosynthesis dataset with 1.9M reactions from patents (1976-2016). (1) Given the product [Cl:23][C:21]1[CH:20]=[CH:19][C:16]2[C:17]3[N:38]([N:37]=[C:34]([CH3:35])[N:18]=3)[C:1]([N:2]3[CH2:7][CH2:6][N:5]([CH3:9])[CH2:4][CH2:3]3)=[N:14][C:15]=2[CH:22]=1, predict the reactants needed to synthesize it. The reactants are: [CH3:1][N:2]1[CH2:7][CH2:6][NH:5][CH2:4][CH2:3]1.N1CCNC[CH2:9]1.[NH2:14][C:15]1[CH:22]=[C:21]([Cl:23])[CH:20]=[CH:19][C:16]=1[C:17]#[N:18].NC1C=CC(Cl)=CC=1C#N.[C:34]([NH:37][NH2:38])(=O)[CH3:35].C(NN)=O. (2) Given the product [Cl:1][C:2]1[CH:3]=[C:4]([NH:19][C:20]2[C:30]3[CH:29]=[C:28]([C:31]([NH:42][CH2:41][CH2:40][O:39][CH2:38][CH2:37][O:36][CH3:35])=[O:32])[CH2:27][CH2:26][NH:25][C:24]=3[N:23]=[CH:22][N:21]=2)[CH:5]=[CH:6][C:7]=1[O:8][C:9]1[CH:14]=[CH:13][CH:12]=[C:11]([C:15]([F:17])([F:16])[F:18])[CH:10]=1, predict the reactants needed to synthesize it. The reactants are: [Cl:1][C:2]1[CH:3]=[C:4]([NH:19][C:20]2[C:30]3[CH:29]=[C:28]([C:31](O)=[O:32])[CH2:27][CH2:26][NH:25][C:24]=3[N:23]=[CH:22][N:21]=2)[CH:5]=[CH:6][C:7]=1[O:8][C:9]1[CH:14]=[CH:13][CH:12]=[C:11]([C:15]([F:18])([F:17])[F:16])[CH:10]=1.Cl.[CH3:35][O:36][CH2:37][CH2:38][O:39][CH2:40][CH2:41][NH2:42].ON1C2C=CC=CC=2N=N1.Cl.C(N=C=NCCCN(C)C)C. (3) Given the product [C:1]([O:4][CH2:5]/[CH:6]=[CH:7]/[CH:8]=[O:9])(=[O:3])[CH3:2], predict the reactants needed to synthesize it. The reactants are: [C:1]([O:4][CH2:5]/[CH:6]=[CH:7]/[CH2:8][OH:9])(=[O:3])[CH3:2]. (4) Given the product [F:23][C:24]([F:37])([F:36])[S:25]([O:1][C:2]1[N:7]=[C:6]2[C:8]3[N:15]([CH3:16])[N:14]=[C:13]([C:17](=[O:18])[N:19]([O:21][CH3:22])[CH3:20])[C:9]=3[CH2:10][CH2:11][CH2:12][C:5]2=[CH:4][N:3]=1)(=[O:27])=[O:26], predict the reactants needed to synthesize it. The reactants are: [OH:1][C:2]1[N:7]=[C:6]2[C:8]3[N:15]([CH3:16])[N:14]=[C:13]([C:17]([N:19]([O:21][CH3:22])[CH3:20])=[O:18])[C:9]=3[CH2:10][CH2:11][CH2:12][C:5]2=[CH:4][N:3]=1.[F:23][C:24]([F:37])([F:36])[S:25](O[S:25]([C:24]([F:37])([F:36])[F:23])(=[O:27])=[O:26])(=[O:27])=[O:26]. (5) Given the product [OH:1][C:2]1[C:3]([CH3:18])=[C:4]2[C:9](=[C:10]([CH3:13])[C:11]=1[CH3:12])[O:8][C:7]([CH3:17])([C:14]([NH:31][CH2:32][CH2:33][CH2:34][CH2:35][OH:36])=[O:16])[CH2:6][CH2:5]2, predict the reactants needed to synthesize it. The reactants are: [OH:1][C:2]1[C:3]([CH3:18])=[C:4]2[C:9](=[C:10]([CH3:13])[C:11]=1[CH3:12])[O:8][C:7]([CH3:17])([C:14]([OH:16])=O)[CH2:6][CH2:5]2.C1N=CN(C(N2C=NC=C2)=O)C=1.[NH2:31][CH2:32][CH2:33][CH2:34][CH2:35][OH:36]. (6) Given the product [F:15][CH2:14][CH2:13][N:10]1[C:9](=[O:16])[CH:8]=[N:7][N:6]([CH2:5][CH2:4][CH2:3][CH2:2][N:28]2[CH2:27][CH2:26][N:25]([C:20]3[CH:21]=[CH:22][CH:23]=[CH:24][C:19]=3[O:18][CH3:17])[CH2:30][CH2:29]2)[C:11]1=[O:12], predict the reactants needed to synthesize it. The reactants are: Cl[CH2:2][CH2:3][CH2:4][CH2:5][N:6]1[C:11](=[O:12])[N:10]([CH2:13][CH2:14][F:15])[C:9](=[O:16])[CH:8]=[N:7]1.[CH3:17][O:18][C:19]1[CH:24]=[CH:23][CH:22]=[CH:21][C:20]=1[N:25]1[CH2:30][CH2:29][NH:28][CH2:27][CH2:26]1.C(N(CC)CC)C. (7) Given the product [CH2:58]([O:59][C:11](=[O:38])[CH2:12][N:13]1[N:19]=[C:18]([CH:20]2[CH2:21][CH2:22][CH2:23][CH2:24][CH2:25]2)[C:17]2[CH:26]=[CH:27][CH:28]=[CH:29][C:16]=2[N:15]([CH2:30][C:31](=[O:36])[C:32]([CH3:34])([CH3:33])[CH3:35])[C:14]1=[O:37])[CH3:57], predict the reactants needed to synthesize it. The reactants are: COC(=O)C1C=CC=C(N[C:11](=[O:38])[CH2:12][N:13]2[N:19]=[C:18]([CH:20]3[CH2:25][CH2:24][CH2:23][CH2:22][CH2:21]3)[C:17]3[CH:26]=[CH:27][CH:28]=[CH:29][C:16]=3[N:15]([CH2:30][C:31](=[O:36])[C:32]([CH3:35])([CH3:34])[CH3:33])[C:14]2=[O:37])C=1.C1(C2C3C=CC=CC=3N([CH2:57][C:58](C3CCCCC3)=[O:59])C(=O)N(CC(O)=O)N=2)CCCCC1.C(OC(=O)CSC1C=CC=C(N)C=1)C.C1(C2C3C=CC=CC=3N(CC(=O)C(C)(C)C)C(=O)N(CC(O)=O)N=2)CCCCC1.COC(=O)C1C=CC=C(N)C=1. (8) Given the product [Cl:9][C:6]1[N:5]=[C:4]2[C:10](=[O:12])[N:15]([CH3:14])[CH2:2][C:3]2=[CH:8][CH:7]=1, predict the reactants needed to synthesize it. The reactants are: Br[CH2:2][C:3]1[C:4]([C:10]([O:12]C)=O)=[N:5][C:6]([Cl:9])=[CH:7][CH:8]=1.[CH3:14][NH2:15].C1COCC1.